Regression/Classification. Given a drug SMILES string, predict its absorption, distribution, metabolism, or excretion properties. Task type varies by dataset: regression for continuous measurements (e.g., permeability, clearance, half-life) or binary classification for categorical outcomes (e.g., BBB penetration, CYP inhibition). Dataset: b3db_classification. From a dataset of Blood-brain barrier permeability classification from the B3DB database. (1) The compound is Cc1onc(-c2ccccc2)c1C(=O)N[C@H]1C(=O)N2[C@H]1SC(C)(C)[C@H]2C(=O)O. The result is 0 (does not penetrate BBB). (2) The drug is CC1(C)O[C@H]2COC3(COS(N)(=O)=O)OC(C)(C)O[C@H]3[C@H]2O1. The result is 1 (penetrates BBB). (3) The drug is C/C(=C(/CCOC(=O)c1ccccc1)SS/C(CCOC(=O)c1ccccc1)=C(\C)N(C=O)Cc1cnc(C)nc1N)N(C=O)Cc1cnc(C)nc1N. The result is 1 (penetrates BBB). (4) The molecule is CNC/C=C(/c1ccc(Br)cc1)c1cccnc1. The result is 1 (penetrates BBB).